From a dataset of Full USPTO retrosynthesis dataset with 1.9M reactions from patents (1976-2016). Predict the reactants needed to synthesize the given product. (1) Given the product [C:1]([O:5][C:6](=[O:22])[NH:7][C:8]1[CH:13]=[C:12]([N:14]([CH3:16])[CH3:15])[C:11]([C:17]([F:20])([F:19])[F:18])=[CH:10][C:9]=1[NH:21][C:28](=[O:27])[CH2:29][C:30]([C:32]1[CH:37]=[CH:36][CH:35]=[C:34]([C:38]2[O:42][N:41]=[C:40]([CH3:43])[CH:39]=2)[CH:33]=1)=[O:31])([CH3:4])([CH3:2])[CH3:3], predict the reactants needed to synthesize it. The reactants are: [C:1]([O:5][C:6](=[O:22])[NH:7][C:8]1[CH:13]=[C:12]([N:14]([CH3:16])[CH3:15])[C:11]([C:17]([F:20])([F:19])[F:18])=[CH:10][C:9]=1[NH2:21])([CH3:4])([CH3:3])[CH3:2].C([O:27][C:28](=O)[CH2:29][C:30]([C:32]1[CH:37]=[CH:36][CH:35]=[C:34]([C:38]2[O:42][N:41]=[C:40]([CH3:43])[CH:39]=2)[CH:33]=1)=[O:31])(C)(C)C. (2) Given the product [C:12]1([CH2:11][CH2:10][NH:9][C:7]([C:5]2[S:6][C:2]([C:27]3[CH:28]=[CH:29][N:24]=[CH:25][CH:26]=3)=[CH:3][CH:4]=2)=[O:8])[CH:17]=[CH:16][CH:15]=[CH:14][CH:13]=1, predict the reactants needed to synthesize it. The reactants are: Br[C:2]1[S:6][C:5]([C:7]([NH:9][CH2:10][CH2:11][C:12]2[CH:17]=[CH:16][CH:15]=[CH:14][CH:13]=2)=[O:8])=[CH:4][CH:3]=1.COCCOC.[N:24]1[CH:29]=[CH:28][C:27](B(O)O)=[CH:26][CH:25]=1.C(=O)([O-])[O-].[Na+].[Na+]. (3) Given the product [CH3:14][O:15][C:16]1[CH:21]=[C:20]([C:6]([C:5]2[CH:4]=[C:3]([O:2][CH3:1])[CH:11]=[C:10]([O:12][CH3:13])[CH:9]=2)=[O:7])[CH:19]=[CH:18][C:17]=1[O:22][CH3:23], predict the reactants needed to synthesize it. The reactants are: [CH3:1][O:2][C:3]1[CH:4]=[C:5]([CH:9]=[C:10]([O:12][CH3:13])[CH:11]=1)[C:6](Cl)=[O:7].[CH3:14][O:15][C:16]1[CH:21]=[CH:20][CH:19]=[CH:18][C:17]=1[O:22][CH3:23].[Cl-].[Al+3].[Cl-].[Cl-].COC1C=C(C(C2C=CC(OC)=CC=2)=CC#N)C=CC=1OC. (4) Given the product [NH2:16][C:12]1[N:11]2[C:6]([C:4]([O:3][CH2:1][CH3:2])=[O:5])=[CH:7][CH:8]=[CH:9][C:10]2=[N:14][C:13]=1[CH3:15], predict the reactants needed to synthesize it. The reactants are: [CH2:1]([O:3][C:4]([C:6]1[N:11]2[C:12]([N+:16]([O-])=O)=[C:13]([CH3:15])[N:14]=[C:10]2[CH:9]=[CH:8][CH:7]=1)=[O:5])[CH3:2]. (5) Given the product [C:2]1([Mg:8][Br:12])[CH:7]=[CH:6][CH:5]=[CH:4][CH:3]=1.[C:9]([S:11][C:13]([C:14]([O:16][CH2:17][CH3:18])=[O:15])([CH3:20])[CH3:19])(=[S:10])[C:2]1[CH:7]=[CH:6][CH:5]=[CH:4][CH:3]=1, predict the reactants needed to synthesize it. The reactants are: Br[C:2]1[CH:7]=[CH:6][CH:5]=[CH:4][CH:3]=1.[Mg:8].[C:9](=[S:11])=[S:10].[Br:12][C:13]([CH3:20])([CH3:19])[C:14]([O:16][CH2:17][CH3:18])=[O:15]. (6) Given the product [C:28]1([C:25]([C:19]2[CH:20]=[CH:21][CH:22]=[CH:23][CH:24]=2)([PH2:26]=[O:27])[N:34]([CH2:35][C:36]2[CH:41]=[CH:40][C:39]([O:42][CH3:43])=[CH:38][CH:37]=2)[C:4](=[O:5])[C:3]2[CH:7]=[C:8]([O:11][CH3:12])[CH:9]=[CH:10][C:2]=2[F:1])[CH:29]=[CH:30][CH:31]=[CH:32][CH:33]=1, predict the reactants needed to synthesize it. The reactants are: [F:1][C:2]1[CH:10]=[CH:9][C:8]([O:11][CH3:12])=[CH:7][C:3]=1[C:4](Cl)=[O:5].C(=O)([O-])[O-].[Na+].[Na+].[C:19]1([C:25]([NH:34][CH2:35][C:36]2[CH:41]=[CH:40][C:39]([O:42][CH3:43])=[CH:38][CH:37]=2)([C:28]2[CH:33]=[CH:32][CH:31]=[CH:30][CH:29]=2)[PH2:26]=[O:27])[CH:24]=[CH:23][CH:22]=[CH:21][CH:20]=1.